From a dataset of Catalyst prediction with 721,799 reactions and 888 catalyst types from USPTO. Predict which catalyst facilitates the given reaction. (1) The catalyst class is: 27. Reactant: [CH2:1]1[N:7]([C:8]([O:10][CH2:11][C:12]2[CH:17]=[CH:16][CH:15]=[CH:14][CH:13]=2)=[O:9])[CH2:6][CH2:5][N+](=O)[CH2:2]1.[N+](=[CH:20][C:21]([O:23][CH2:24][CH3:25])=[O:22])=[N-].B(F)(F)F.C[CH2:31][O:32]CC.C([O-])([O-])=O.[K+].[K+]. Product: [O:32]=[C:31]1[CH2:5][CH2:6][N:7]([C:8]([O:10][CH2:11][C:12]2[CH:17]=[CH:16][CH:15]=[CH:14][CH:13]=2)=[O:9])[CH2:1][CH2:2][CH:20]1[C:21]([O:23][CH2:24][CH3:25])=[O:22]. (2) Product: [Cl:1][C:2]1[CH:7]=[CH:6][C:5]([C:8]2[C:12]([CH3:13])=[C:11]([C:14]([F:15])([F:16])[F:17])[N:10]([CH2:39][CH2:38][O:37][C:36]3[CH:41]=[CH:42][C:33]([F:32])=[CH:34][CH:35]=3)[C:9]=2[C:18]([N:20]2[CH2:21][CH2:22][O:23][CH2:24][CH2:25]2)=[O:19])=[CH:4][CH:3]=1. The catalyst class is: 23. Reactant: [Cl:1][C:2]1[CH:7]=[CH:6][C:5]([C:8]2[C:12]([CH3:13])=[C:11]([C:14]([F:17])([F:16])[F:15])[NH:10][C:9]=2[C:18]([N:20]2[CH2:25][CH2:24][O:23][CH2:22][CH2:21]2)=[O:19])=[CH:4][CH:3]=1.C([O-])([O-])=O.[K+].[K+].[F:32][C:33]1[CH:42]=[CH:41][C:36]([O:37][CH2:38][CH2:39]Br)=[CH:35][CH:34]=1. (3) Reactant: Cl.[Cl:2][C:3]1[CH:4]=[C:5]([C:9]2[C:14]3[N:15]([CH2:32][C@H:33]4[CH2:38][CH2:37][C@H:36]([CH3:39])[CH2:35][CH2:34]4)[C:16]([N:18]4[CH2:23][CH2:22][N:21](C(OC(C)(C)C)=O)[CH2:20][C@H:19]4[CH3:31])=[N:17][C:13]=3[CH:12]=[C:11]([C:40]3[NH:44][C:43](=[O:45])[O:42][N:41]=3)[N:10]=2)[CH:6]=[N:7][CH:8]=1. Product: [Cl:2][C:3]1[CH:4]=[C:5]([C:9]2[C:14]3[N:15]([CH2:32][C@H:33]4[CH2:34][CH2:35][C@H:36]([CH3:39])[CH2:37][CH2:38]4)[C:16]([N:18]4[CH2:23][CH2:22][NH:21][CH2:20][C@H:19]4[CH3:31])=[N:17][C:13]=3[CH:12]=[C:11]([C:40]3[NH:44][C:43](=[O:45])[O:42][N:41]=3)[N:10]=2)[CH:6]=[N:7][CH:8]=1. The catalyst class is: 12.